Dataset: Catalyst prediction with 721,799 reactions and 888 catalyst types from USPTO. Task: Predict which catalyst facilitates the given reaction. (1) Reactant: [CH2:1]([Mg]Br)[CH2:2][CH2:3][CH2:4][CH2:5][CH3:6].[F:9][C:10]([F:26])([F:25])[C:11]1[CH:16]=[CH:15][C:14]([C:17]2[CH:22]=[CH:21][C:20]([CH:23]=[O:24])=[CH:19][CH:18]=2)=[CH:13][CH:12]=1.O.[Cl-].[Na+]. Product: [F:9][C:10]([F:25])([F:26])[C:11]1[CH:12]=[CH:13][C:14]([C:17]2[CH:22]=[CH:21][C:20]([CH:23]([OH:24])[CH2:1][CH2:2][CH2:3][CH2:4][CH2:5][CH3:6])=[CH:19][CH:18]=2)=[CH:15][CH:16]=1. The catalyst class is: 54. (2) Reactant: [CH3:1][C:2]1[C:6](=[O:7])[O:5][CH:4]([O:8]/[CH:9]=[C:10]2/[C:11](=[O:24])[N:12](C(OC(C)(C)C)=O)[CH2:13][CH2:14][CH2:15][CH2:16]/2)[CH:3]=1.Cl. Product: [CH3:1][C:2]1[C:6](=[O:7])[O:5][CH:4]([O:8]/[CH:9]=[C:10]2/[C:11](=[O:24])[NH:12][CH2:13][CH2:14][CH2:15][CH2:16]/2)[CH:3]=1. The catalyst class is: 4. (3) Reactant: [O:1]1[C:10]2[C:5](=[CH:6][C:7]([C:11]3[C:16]([CH:17]4[CH2:19][CH2:18]4)=[CH:15][C:14]([NH:20][S:21]([CH2:24][CH:25]4[CH2:30][CH2:29][CH2:28][CH2:27][CH2:26]4)(=[O:23])=[O:22])=[C:13]([CH3:31])[C:12]=3[CH:32]([O:37][CH:38]3[CH2:40][CH2:39]3)[C:33]([O:35]C)=[O:34])=[CH:8][CH:9]=2)[CH2:4][CH2:3][CH2:2]1.[OH-].[Na+]. Product: [O:1]1[C:10]2[C:5](=[CH:6][C:7]([C:11]3[C:16]([CH:17]4[CH2:19][CH2:18]4)=[CH:15][C:14]([NH:20][S:21]([CH2:24][CH:25]4[CH2:30][CH2:29][CH2:28][CH2:27][CH2:26]4)(=[O:23])=[O:22])=[C:13]([CH3:31])[C:12]=3[CH:32]([O:37][CH:38]3[CH2:39][CH2:40]3)[C:33]([OH:35])=[O:34])=[CH:8][CH:9]=2)[CH2:4][CH2:3][CH2:2]1. The catalyst class is: 199. (4) Reactant: I[Si](C)(C)C.[F:6][C:7]1[CH:12]=[CH:11][C:10]([C@@H:13]2[CH2:22][CH2:21][CH2:20][C@H:19]3[N:14]2[C:15](=[O:23])[CH2:16][CH2:17][CH2:18]3)=[CH:9][CH:8]=1.CN(C)CCN(C)C.[I:32]I.S([O-])([O-])(=O)=S.[Na+].[Na+]. Product: [F:6][C:7]1[CH:12]=[CH:11][C:10]([C@@H:13]2[CH2:22][CH2:21][CH2:20][C@H:19]3[N:14]2[C:15](=[O:23])[CH:16]([I:32])[CH2:17][CH2:18]3)=[CH:9][CH:8]=1. The catalyst class is: 124. (5) Reactant: [F:1][C:2]1[CH:10]=[CH:9][C:8]([C:11]([F:14])([F:13])[F:12])=[CH:7][C:3]=1[C:4](Cl)=[O:5].[NH2:15][C:16]1[CH:17]=[CH:18][C:19]([C:22]([O:24][CH3:25])=[O:23])=[N:20][CH:21]=1.N1C=CC=CC=1. Product: [F:1][C:2]1[CH:10]=[CH:9][C:8]([C:11]([F:14])([F:13])[F:12])=[CH:7][C:3]=1[C:4]([NH:15][C:16]1[CH:17]=[CH:18][C:19]([C:22]([O:24][CH3:25])=[O:23])=[N:20][CH:21]=1)=[O:5]. The catalyst class is: 4. (6) Reactant: [NH2:1][C:2]1[N:7]=[C:6](S(C)=O)[C:5]([C:11]#[N:12])=[C:4]([C:13]2[CH:18]=[CH:17][CH:16]=[CH:15][N:14]=2)[N:3]=1.[OH:19][CH2:20][C:21]1[CH:26]=[CH:25][CH:24]=[CH:23][N:22]=1.C1CCN2C(=NCCC2)CC1. Product: [NH2:1][C:2]1[N:3]=[C:4]([C:13]2[CH:18]=[CH:17][CH:16]=[CH:15][N:14]=2)[C:5]([C:11]#[N:12])=[C:6]([O:19][CH2:20][C:21]2[CH:26]=[CH:25][CH:24]=[CH:23][N:22]=2)[N:7]=1. The catalyst class is: 57. (7) Reactant: [OH:1][C:2]1[CH:7]=[C:6]([O:8][C:9]2[CH:14]=[CH:13][C:12]([S:15]([CH3:18])(=[O:17])=[O:16])=[CH:11][N:10]=2)[CH:5]=[CH:4][C:3]=1[NH:19][N:20]=[C:21]([CH3:27])[C:22]([O:24][CH2:25][CH3:26])=[O:23].[CH3:28][S:29](Cl)(=[O:31])=[O:30]. Product: [CH3:28][S:29]([O:1][C:2]1[CH:7]=[C:6]([O:8][C:9]2[CH:14]=[CH:13][C:12]([S:15]([CH3:18])(=[O:16])=[O:17])=[CH:11][N:10]=2)[CH:5]=[CH:4][C:3]=1[NH:19][N:20]=[C:21]([CH3:27])[C:22]([O:24][CH2:25][CH3:26])=[O:23])(=[O:31])=[O:30]. The catalyst class is: 17. (8) The catalyst class is: 4. Reactant: [C:1](=[O:12])([O:7][C:8]([CH3:11])([CH3:10])[CH3:9])OC(C)(C)C.[CH2:13]([O:15][CH:16]([CH2:21][C:22]1[CH:27]=[CH:26][C:25]([C:28]2[CH:33]=[CH:32][CH:31]=[C:30]([CH2:34][NH:35][CH3:36])[CH:29]=2)=[CH:24][CH:23]=1)[C:17]([O:19][CH3:20])=[O:18])[CH3:14].C(N(CC)CC)C. Product: [C:8]([O:7][C:1]([CH2:36][NH:35][CH2:34][C:30]1[CH:29]=[C:28]([C:25]2[CH:26]=[CH:27][C:22]([CH2:21][CH:16]([O:15][CH2:13][CH3:14])[C:17]([O:19][CH3:20])=[O:18])=[CH:23][CH:24]=2)[CH:33]=[CH:32][CH:31]=1)=[O:12])([CH3:9])([CH3:10])[CH3:11].